Dataset: Full USPTO retrosynthesis dataset with 1.9M reactions from patents (1976-2016). Task: Predict the reactants needed to synthesize the given product. (1) Given the product [C:1]([O:5][C:6]([N:8]1[C:13]2[CH:14]=[C:15]([Cl:26])[C:16]([O:18][CH2:19][C:20]3[CH:25]=[CH:24][CH:23]=[CH:22][CH:21]=3)=[CH:17][C:12]=2[O:11][CH:10]([C:27]([N:71]2[CH2:70][CH2:69][C:68]([C:74]#[N:75])([CH2:67][C:64]3[CH:65]=[N:66][C:61]([F:60])=[CH:62][CH:63]=3)[CH2:73][CH2:72]2)=[O:29])[CH2:9]1)=[O:7])([CH3:3])([CH3:2])[CH3:4], predict the reactants needed to synthesize it. The reactants are: [C:1]([O:5][C:6]([N:8]1[C:13]2[CH:14]=[C:15]([Cl:26])[C:16]([O:18][CH2:19][C:20]3[CH:25]=[CH:24][CH:23]=[CH:22][CH:21]=3)=[CH:17][C:12]=2[O:11][CH:10]([C:27]([OH:29])=O)[CH2:9]1)=[O:7])([CH3:4])([CH3:3])[CH3:2].CCN=C=NCCCN(C)C.C1C=CC2N(O)N=NC=2C=1.CCN(C(C)C)C(C)C.[F:60][C:61]1[N:66]=[CH:65][C:64]([CH2:67][C:68]2([C:74]#[N:75])[CH2:73][CH2:72][NH:71][CH2:70][CH2:69]2)=[CH:63][CH:62]=1. (2) Given the product [NH2:30][C:31]1[C:32]2[C:57]([CH3:64])([C:58]3[S:10][CH:62]=[N:61][N:60]=3)[C:56](=[O:65])[NH:55][C:33]=2[N:34]=[C:35]([C:37]2[C:45]3[C:40](=[N:41][CH:42]=[CH:43][CH:44]=3)[N:39]([CH2:46][CH2:47][C:48]([F:54])([F:53])[C:49]([F:52])([F:51])[F:50])[N:38]=2)[N:36]=1, predict the reactants needed to synthesize it. The reactants are: COC1C=CC(P2(SP(C3C=CC(OC)=CC=3)(=S)S2)=[S:10])=CC=1.C1(C)C=CC=CC=1.[NH2:30][C:31]1[C:32]2[C:57]([CH3:64])([C:58]([NH:60][NH:61][CH:62]=O)=O)[C:56](=[O:65])[NH:55][C:33]=2[N:34]=[C:35]([C:37]2[C:45]3[C:40](=[N:41][CH:42]=[CH:43][CH:44]=3)[N:39]([CH2:46][CH2:47][C:48]([F:54])([F:53])[C:49]([F:52])([F:51])[F:50])[N:38]=2)[N:36]=1. (3) Given the product [CH:13]12[O:21][CH:14]1[CH2:15][N:11]([C:9]([O:8][CH2:1][C:2]1[CH:3]=[CH:4][CH:5]=[CH:6][CH:7]=1)=[O:10])[CH2:12]2, predict the reactants needed to synthesize it. The reactants are: [CH2:1]([O:8][C:9]([N:11]1[CH2:15][CH:14]=[CH:13][CH2:12]1)=[O:10])[C:2]1[CH:7]=[CH:6][CH:5]=[CH:4][CH:3]=1.ClC1C=C(C=CC=1)C(OO)=[O:21].S([O-])([O-])(=O)=S.[Na+].[Na+].